Task: Predict the product of the given reaction.. Dataset: Forward reaction prediction with 1.9M reactions from USPTO patents (1976-2016) (1) Given the reactants Br[C:2]1[CH:3]=[N:4][CH:5]=[C:6]([F:8])[CH:7]=1.[S:9]1[CH:13]=[CH:12][N:11]=[C:10]1[C:14]1[N:19]=[C:18]([C:20]2[N:25]=[CH:24][CH:23]=[CH:22][N:21]=2)[CH:17]=[CH:16][CH:15]=1.C(=O)([O-])[O-].[Cs+].[Cs+], predict the reaction product. The product is: [F:8][C:6]1[CH:7]=[C:2]([C:13]2[S:9][C:10]([C:14]3[N:19]=[C:18]([C:20]4[N:21]=[CH:22][CH:23]=[CH:24][N:25]=4)[CH:17]=[CH:16][CH:15]=3)=[N:11][CH:12]=2)[CH:3]=[N:4][CH:5]=1. (2) Given the reactants [CH3:1][O:2][C:3]([C:5]1[C:14](=[O:15])[NH:13][C:8]2=[N:9][CH:10]=[CH:11][N:12]=[C:7]2[C:6]=1[OH:16])=[O:4].[C:17](Cl)(=[O:21])[CH:18]([CH3:20])[CH3:19], predict the reaction product. The product is: [CH3:1][O:2][C:3]([C:5]1[C:14](=[O:15])[NH:13][C:8]2=[N:9][CH:10]=[CH:11][N:12]=[C:7]2[C:6]=1[O:16][C:17](=[O:21])[CH:18]([CH3:20])[CH3:19])=[O:4]. (3) Given the reactants [Cl:1][CH2:2][CH2:3][CH2:4][C:5]([C:7]1[CH:8]=[N:9][CH:10]=[C:11]([F:13])[CH:12]=1)=O.[CH3:14][C:15]([S@@:18]([NH2:20])=[O:19])([CH3:17])[CH3:16].CCOC(C)=O, predict the reaction product. The product is: [Cl:1][CH2:2][CH2:3][CH2:4]/[C:5](=[N:20]/[S@:18]([C:15]([CH3:17])([CH3:16])[CH3:14])=[O:19])/[C:7]1[CH:8]=[N:9][CH:10]=[C:11]([F:13])[CH:12]=1. (4) The product is: [CH2:1]([N:8]1[CH2:12][CH2:11][C:10]2([CH2:17][CH2:16][C:15]([C:19]3[CH:24]=[CH:23][N:22]=[CH:21][CH:20]=3)=[CH:14][CH2:13]2)[CH2:9]1)[C:2]1[CH:3]=[CH:4][CH:5]=[CH:6][CH:7]=1. Given the reactants [CH2:1]([N:8]1[CH2:12][CH2:11][C:10]2([CH2:17][CH2:16][C:15]([C:19]3[CH:24]=[CH:23][N:22]=[CH:21][CH:20]=3)(O)[CH2:14][CH2:13]2)[CH2:9]1)[C:2]1[CH:7]=[CH:6][CH:5]=[CH:4][CH:3]=1.O=S(Cl)Cl.C([O-])(O)=O.[Na+], predict the reaction product. (5) Given the reactants C[O-].[Na+].[CH3:4][O:5][C:6]1[CH:25]=[CH:24][C:23]([O:26][CH3:27])=[CH:22][C:7]=1[C:8]([CH2:10][O:11][C:12]1[CH:21]=[CH:20][CH:19]=[CH:18][C:13]=1[C:14]([O:16]C)=O)=[O:9], predict the reaction product. The product is: [CH3:4][O:5][C:6]1[CH:25]=[CH:24][C:23]([O:26][CH3:27])=[CH:22][C:7]=1[C:8]([C:10]1[O:11][C:12]2[CH:21]=[CH:20][CH:19]=[CH:18][C:13]=2[C:14]=1[OH:16])=[O:9]. (6) Given the reactants [CH3:1][O:2][C:3]1[CH:4]=[C:5]([C:13]2[CH:18]=[C:17]([CH2:19][N:20]3[CH2:25][CH2:24][NH:23][CH2:22][CH2:21]3)[CH:16]=[CH:15][N:14]=2)[CH:6]=[C:7]([O:11][CH3:12])[C:8]=1[O:9][CH3:10].[Cl:26][C:27]1[CH:35]=[C:34]([Cl:36])[CH:33]=[C:32]([Cl:37])[C:28]=1[C:29](Cl)=[O:30], predict the reaction product. The product is: [ClH:26].[Cl:26][C:27]1[CH:35]=[C:34]([Cl:36])[CH:33]=[C:32]([Cl:37])[C:28]=1[C:29]([N:23]1[CH2:24][CH2:25][N:20]([CH2:19][C:17]2[CH:16]=[CH:15][N:14]=[C:13]([C:5]3[CH:6]=[C:7]([O:11][CH3:12])[C:8]([O:9][CH3:10])=[C:3]([O:2][CH3:1])[CH:4]=3)[CH:18]=2)[CH2:21][CH2:22]1)=[O:30].[ClH:26]. (7) Given the reactants Cl[C:2]1[N:12]=[C:11]([NH:13][C:14]2[CH:19]=[CH:18][C:17]([C:20]([N:22]3[CH2:26][CH2:25][CH2:24][CH2:23]3)=[O:21])=[CH:16][C:15]=2[O:27][CH3:28])[C:5]2[C:6](=[O:10])[NH:7][N:8]=[CH:9][C:4]=2[CH:3]=1.[Cl:29][C:30]1[CH:35]=[CH:34][CH:33]=[CH:32][C:31]=1[OH:36].CN(C)CC(O)=O.C(=O)([O-])[O-].[Cs+].[Cs+], predict the reaction product. The product is: [Cl:29][C:30]1[CH:35]=[CH:34][CH:33]=[CH:32][C:31]=1[O:36][C:2]1[N:12]=[C:11]([NH:13][C:14]2[CH:19]=[CH:18][C:17]([C:20]([N:22]3[CH2:26][CH2:25][CH2:24][CH2:23]3)=[O:21])=[CH:16][C:15]=2[O:27][CH3:28])[C:5]2=[C:6]([OH:10])[N:7]=[N:8][CH:9]=[C:4]2[CH:3]=1.